From a dataset of Reaction yield outcomes from USPTO patents with 853,638 reactions. Predict the reaction yield, written as a fraction of the theoretical maximum amount of product (1.0 means a 100% yield; for example, 0.34 means a 34% yield). (1) The reactants are Cl.[Cl:2][C:3]1[S:24][C:6]2[NH:7][C:8]([C:10]([NH:12][C@@H:13]3[CH2:21][C:20]4[C:15](=[CH:16][CH:17]=[CH:18][CH:19]=4)[C@H:14]3[NH:22][CH3:23])=[O:11])=[CH:9][C:5]=2[CH:4]=1.[C:25](O)(=[O:29])[C@@H:26]([CH3:28])[OH:27].CCN(C(C)C)C(C)C.C1C=CC2N(O)N=NC=2C=1.CCN=C=NCCCN(C)C. The catalyst is CC(N(C)C)=O.O. The product is [Cl:2][C:3]1[S:24][C:6]2[NH:7][C:8]([C:10]([NH:12][C@@H:13]3[CH2:21][C:20]4[C:15](=[CH:16][CH:17]=[CH:18][CH:19]=4)[C@H:14]3[N:22]([C:25](=[O:29])[C@H:26]([OH:27])[CH3:28])[CH3:23])=[O:11])=[CH:9][C:5]=2[CH:4]=1. The yield is 0.520. (2) The reactants are [F:1][C:2]([F:7])([F:6])[C:3]([OH:5])=[O:4].[C:8]1([C:14]2[CH:19]=[C:18]([CH:20]3[CH2:25][CH2:24][NH:23][CH2:22][CH2:21]3)[CH:17]=[CH:16][C:15]=2[NH:26][C:27]([C:29]2[NH:30][CH:31]=[C:32]([C:34]#[N:35])[N:33]=2)=[O:28])[CH2:13][CH2:12][CH2:11][CH2:10][CH:9]=1.[N:36]1[CH:41]=[CH:40][CH:39]=[CH:38][C:37]=1[CH:42]=O.CCN(CC)CC.C(O[BH-](OC(=O)C)OC(=O)C)(=O)C.[Na+]. The catalyst is ClCCCl. The product is [F:1][C:2]([F:7])([F:6])[C:3]([OH:5])=[O:4].[C:8]1([C:14]2[CH:19]=[C:18]([CH:20]3[CH2:21][CH2:22][N:23]([CH2:42][C:37]4[CH:38]=[CH:39][CH:40]=[CH:41][N:36]=4)[CH2:24][CH2:25]3)[CH:17]=[CH:16][C:15]=2[NH:26][C:27]([C:29]2[NH:30][CH:31]=[C:32]([C:34]#[N:35])[N:33]=2)=[O:28])[CH2:13][CH2:12][CH2:11][CH2:10][CH:9]=1. The yield is 0.780. (3) The reactants are Cl[C:2]1[CH:8]=C(C#CC)C(N)=C(F)[CH:3]=1.[Cl:13][C:14]1[CH:20]=[C:19]([S:21]([CH3:24])(=[O:23])=[O:22])[CH:18]=[C:17](I)[C:15]=1[NH2:16].C#CC. The catalyst is [Cu]I. The product is [Cl:13][C:14]1[CH:20]=[C:19]([S:21]([CH3:24])(=[O:23])=[O:22])[CH:18]=[C:17]([C:3]#[C:2][CH3:8])[C:15]=1[NH2:16]. The yield is 0.870. (4) The yield is 0.550. The reactants are [O:1]([C:8]1[CH:14]=[CH:13][CH:12]=[CH:11][C:9]=1[NH2:10])[C:2]1[CH:7]=[CH:6][CH:5]=[CH:4][CH:3]=1.C(N(C(C)C)CC)(C)C.[C:24](=[O:29])=[N:25][C:26](Cl)=[O:27].[NH2:30][C:31]1[S:32][CH:33]=[CH:34][N:35]=1. The catalyst is O1CCCC1. The product is [O:1]([C:8]1[CH:14]=[CH:13][CH:12]=[CH:11][C:9]=1[NH:10][C:24]([NH:25][C:26]([NH:30][C:31]1[S:32][CH:33]=[CH:34][N:35]=1)=[O:27])=[O:29])[C:2]1[CH:3]=[CH:4][CH:5]=[CH:6][CH:7]=1.